The task is: Predict the reaction yield, written as a fraction of the theoretical maximum amount of product (1.0 means a 100% yield; for example, 0.34 means a 34% yield).. This data is from Reaction yield outcomes from USPTO patents with 853,638 reactions. (1) The reactants are C(C1C=C(NC2N=C(NC3C=CC=C(C(O)=O)C=3)C(F)=CN=2)C=CC=1)(O)=O.[CH3:28][O:29][C:30]1[CH:31]=[C:32]([NH:40][C:41]2[N:46]=[C:45]([NH:47][C:48]3[CH:53]=[CH:52][C:51]([C:54]([O:56]C)=[O:55])=[C:50]([O:58][CH3:59])[CH:49]=3)[C:44]([F:60])=[CH:43][N:42]=2)[CH:33]=[CH:34][C:35]=1[C:36]([O:38]C)=[O:37].[OH-].[Na+]. No catalyst specified. The product is [C:36]([C:35]1[CH:34]=[CH:33][C:32]([NH:40][C:41]2[N:46]=[C:45]([NH:47][C:48]3[CH:53]=[CH:52][C:51]([C:54]([OH:56])=[O:55])=[C:50]([O:58][CH3:59])[CH:49]=3)[C:44]([F:60])=[CH:43][N:42]=2)=[CH:31][C:30]=1[O:29][CH3:28])([OH:38])=[O:37]. The yield is 0.640. (2) The reactants are [N:1]([CH2:4][C:5]1[CH:10]=[C:9]([Cl:11])[CH:8]=[CH:7][C:6]=1[CH2:12][NH:13][C:14]([O:16][C:17]([CH3:20])([CH3:19])[CH3:18])=[O:15])=[N+]=[N-].C1(P(C2C=CC=CC=2)C2C=CC=CC=2)C=CC=CC=1. The catalyst is C1COCC1.O. The product is [C:17]([O:16][C:14]([NH:13][CH2:12][C:6]1[CH:7]=[CH:8][C:9]([Cl:11])=[CH:10][C:5]=1[CH2:4][NH2:1])=[O:15])([CH3:20])([CH3:18])[CH3:19]. The yield is 0.880. (3) The reactants are Br[C:2]1[CH:6]=[C:5]([C:7]2[CH:12]=[CH:11][C:10]([Cl:13])=[CH:9][CH:8]=2)[S:4][C:3]=1[C:14]([O:16][CH2:17][CH3:18])=[O:15].C(O)C.[S:22]([C:26]1[CH:31]=[CH:30][C:29](B(O)O)=[CH:28][CH:27]=1)(=[O:25])(=[O:24])[NH2:23].C(=O)([O-])[O-].[K+].[K+]. The catalyst is C1(C)C=CC=CC=1.C1C=CC([P]([Pd]([P](C2C=CC=CC=2)(C2C=CC=CC=2)C2C=CC=CC=2)([P](C2C=CC=CC=2)(C2C=CC=CC=2)C2C=CC=CC=2)[P](C2C=CC=CC=2)(C2C=CC=CC=2)C2C=CC=CC=2)(C2C=CC=CC=2)C2C=CC=CC=2)=CC=1. The product is [Cl:13][C:10]1[CH:11]=[CH:12][C:7]([C:5]2[S:4][C:3]([C:14]([O:16][CH2:17][CH3:18])=[O:15])=[C:2]([C:29]3[CH:30]=[CH:31][C:26]([S:22](=[O:25])(=[O:24])[NH2:23])=[CH:27][CH:28]=3)[CH:6]=2)=[CH:8][CH:9]=1. The yield is 0.763. (4) The reactants are [F:1][C:2]1[CH:3]=[C:4]([NH2:11])[C:5](=[CH:9][CH:10]=1)[C:6](O)=[O:7].[NH2:12][C:13](N)=[O:14]. The catalyst is O. The product is [F:1][C:2]1[CH:3]=[C:4]2[C:5]([C:6](=[O:7])[NH:12][C:13](=[O:14])[NH:11]2)=[CH:9][CH:10]=1. The yield is 0.770.